From a dataset of Full USPTO retrosynthesis dataset with 1.9M reactions from patents (1976-2016). Predict the reactants needed to synthesize the given product. (1) The reactants are: [C:1]([O:5][C:6]([NH:8][C@H:9]1[C@H:13]([OH:14])[CH2:12][N:11](C(OCC2C=CC=CC=2)=O)[CH2:10]1)=[O:7])([CH3:4])([CH3:3])[CH3:2]. Given the product [C:1]([O:5][C:6](=[O:7])[NH:8][CH:9]1[CH:13]([OH:14])[CH2:12][NH:11][CH2:10]1)([CH3:4])([CH3:2])[CH3:3], predict the reactants needed to synthesize it. (2) Given the product [CH3:37][C:34]1([CH3:38])[CH2:35][O:36][B:31]([C:2]2[C:10]3[S:9][C:8]([N:11]4[CH2:16][N:15]([CH3:17])[CH2:14][N:13]([CH2:18][CH3:19])[C:12]4=[O:20])=[N:7][C:6]=3[CH:5]=[C:4]([C:21]3[CH:22]=[N:23][C:24]([C:27]([OH:30])([CH3:29])[CH3:28])=[N:25][CH:26]=3)[CH:3]=2)[O:32][CH2:33]1, predict the reactants needed to synthesize it. The reactants are: Br[C:2]1[C:10]2[S:9][C:8]([N:11]3[CH2:16][N:15]([CH3:17])[CH2:14][N:13]([CH2:18][CH3:19])[C:12]3=[O:20])=[N:7][C:6]=2[CH:5]=[C:4]([C:21]2[CH:22]=[N:23][C:24]([C:27]([OH:30])([CH3:29])[CH3:28])=[N:25][CH:26]=2)[CH:3]=1.[B:31]1([B:31]2[O:36][CH2:35][C:34]([CH3:38])([CH3:37])[CH2:33][O:32]2)[O:36][CH2:35][C:34]([CH3:38])([CH3:37])[CH2:33][O:32]1.C([O-])(=O)C.[K+].B(O)O. (3) Given the product [CH:1]1([C:4]2[N:9]=[C:8]([C:10]3[CH:11]=[C:12]4[C:16](=[CH:17][CH:18]=3)[NH:15][CH:14]=[C:13]4[C:19]3[CH:24]=[C:23]([O:25][CH2:26][C:27]4[CH:32]=[CH:31][C:30]([O:33][CH3:34])=[CH:29][CH:28]=4)[N:22]=[C:21]([NH:42][CH:39]([CH3:41])[CH3:40])[N:20]=3)[CH:7]=[N:6][CH:5]=2)[CH2:3][CH2:2]1, predict the reactants needed to synthesize it. The reactants are: [CH:1]1([C:4]2[N:9]=[C:8]([C:10]3[CH:11]=[C:12]4[C:16](=[CH:17][CH:18]=3)[NH:15][CH:14]=[C:13]4[C:19]3[CH:24]=[C:23]([O:25][CH2:26][C:27]4[CH:32]=[CH:31][C:30]([O:33][CH3:34])=[CH:29][CH:28]=4)[N:22]=[C:21](S(C)(=O)=O)[N:20]=3)[CH:7]=[N:6][CH:5]=2)[CH2:3][CH2:2]1.[CH:39]([NH2:42])([CH3:41])[CH3:40]. (4) The reactants are: S(Cl)(Cl)=O.[NH2:5][C:6]1[CH:14]=[CH:13][C:9]([C:10]([OH:12])=[O:11])=[CH:8][C:7]=1[CH3:15].[C:16](=O)([O-])O.[Na+]. Given the product [NH2:5][C:6]1[CH:14]=[CH:13][C:9]([C:10]([O:12][CH3:16])=[O:11])=[CH:8][C:7]=1[CH3:15], predict the reactants needed to synthesize it. (5) Given the product [CH3:59][O:58][C:52]1[CH:53]=[C:54]([O:56][CH3:57])[CH:55]=[C:11]([O:10][CH3:9])[C:12]=1/[CH:13]=[CH:14]/[CH:15]([S:25]([CH:28](/[CH:38]=[CH:39]/[C:40]1[C:41]([O:50][CH3:51])=[CH:42][C:43]([O:48][CH3:49])=[CH:44][C:45]=1[O:46][CH3:47])[C:29]1[CH:34]=[CH:33][C:32]([O:35][CH3:36])=[C:31]([NH:37][C:6](=[O:7])[CH2:5][O:4][C:1](=[O:3])[CH3:2])[CH:30]=1)(=[O:27])=[O:26])[C:16]1[CH:21]=[CH:20][C:19]([O:22][CH3:23])=[C:18]([NH:24][C:6](=[O:7])[CH2:5][O:4][C:1](=[O:3])[CH3:2])[CH:17]=1, predict the reactants needed to synthesize it. The reactants are: [C:1]([O:4][CH2:5][C:6](Cl)=[O:7])(=[O:3])[CH3:2].[CH3:9][O:10][C:11]1[CH:55]=[C:54]([O:56][CH3:57])[CH:53]=[C:52]([O:58][CH3:59])[C:12]=1/[CH:13]=[CH:14]/[CH:15]([S:25]([CH:28](/[CH:38]=[CH:39]/[C:40]1[C:45]([O:46][CH3:47])=[CH:44][C:43]([O:48][CH3:49])=[CH:42][C:41]=1[O:50][CH3:51])[C:29]1[CH:34]=[CH:33][C:32]([O:35][CH3:36])=[C:31]([NH2:37])[CH:30]=1)(=[O:27])=[O:26])[C:16]1[CH:21]=[CH:20][C:19]([O:22][CH3:23])=[C:18]([NH2:24])[CH:17]=1. (6) Given the product [CH2:11]([NH:13][C:2]1[CH2:6][S:5][C:4](=[O:7])[N:3]=1)[CH3:12], predict the reactants needed to synthesize it. The reactants are: S=[C:2]1[CH2:6][S:5][C:4](=[O:7])[NH:3]1.C(O)C.[CH2:11]([NH2:13])[CH3:12]. (7) Given the product [Cl:8][C:7]1[C:2](=[O:12])[NH:3][N:4]=[C:5]([Cl:9])[CH:6]=1, predict the reactants needed to synthesize it. The reactants are: Cl[C:2]1[N:3]=[N:4][C:5]([Cl:9])=[CH:6][C:7]=1[Cl:8].C(O)(=[O:12])C. (8) Given the product [Cl:24][C:21]1[CH:22]=[CH:23][C:18]([CH:12]([C:13]2[S:14][CH:15]=[CH:16][N:17]=2)[C:9]2[CH:10]=[C:11]3[C:6](=[CH:7][CH:8]=2)[NH:5][C:4](=[O:25])[CH:3]=[C:2]3/[CH:35]=[CH:34]/[C:31]2[CH:30]=[CH:29][C:28]([C:27]([F:26])([F:39])[F:40])=[CH:33][CH:32]=2)=[CH:19][CH:20]=1, predict the reactants needed to synthesize it. The reactants are: Br[C:2]1[C:11]2[C:6](=[CH:7][CH:8]=[C:9]([CH:12]([C:18]3[CH:23]=[CH:22][C:21]([Cl:24])=[CH:20][CH:19]=3)[C:13]3[S:14][CH:15]=[CH:16][N:17]=3)[CH:10]=2)[NH:5][C:4](=[O:25])[CH:3]=1.[F:26][C:27]([F:40])([F:39])[C:28]1[CH:33]=[CH:32][C:31](/[CH:34]=[CH:35]/B(O)O)=[CH:30][CH:29]=1.COC1C=CC=C(OC)C=1C1C=CC=CC=1P(C1CCCCC1)C1CCCCC1.P([O-])([O-])([O-])=O.[K+].[K+].[K+].